From a dataset of Full USPTO retrosynthesis dataset with 1.9M reactions from patents (1976-2016). Predict the reactants needed to synthesize the given product. (1) Given the product [N:1]1([C:12]([NH2:11])=[O:13])[CH2:6][CH2:5][O:4][CH2:3][CH2:2]1, predict the reactants needed to synthesize it. The reactants are: [NH:1]1[CH2:6][CH2:5][O:4][CH2:3][CH2:2]1.C[Si]([N:11]=[C:12]=[O:13])(C)C. (2) Given the product [C:15]([O:19][C:20]([N:22]1[C:31]2[C:26](=[CH:27][CH:28]=[C:29]([CH2:32][CH2:33][O:34][C:35]3[CH:36]=[C:37]4[C:41](=[CH:42][CH:43]=3)[N:40]([C:6]([C:7]3[CH:12]=[CH:11][CH:10]=[C:9]([Cl:13])[CH:8]=3)=[CH:5][C:4]([O:3][CH2:1][CH3:2])=[O:14])[CH:39]=[CH:38]4)[N:30]=2)[CH2:25][CH2:24][CH2:23]1)=[O:21])([CH3:18])([CH3:16])[CH3:17], predict the reactants needed to synthesize it. The reactants are: [CH2:1]([O:3][C:4](=[O:14])[C:5]#[C:6][C:7]1[CH:12]=[CH:11][CH:10]=[C:9]([Cl:13])[CH:8]=1)[CH3:2].[C:15]([O:19][C:20]([N:22]1[C:31]2[C:26](=[CH:27][CH:28]=[C:29]([CH2:32][CH2:33][O:34][C:35]3[CH:36]=[C:37]4[C:41](=[CH:42][CH:43]=3)[NH:40][CH:39]=[CH:38]4)[N:30]=2)[CH2:25][CH2:24][CH2:23]1)=[O:21])([CH3:18])([CH3:17])[CH3:16]. (3) The reactants are: [OH:1][C:2]1[CH:3]=[C:4]([C:19]([F:22])([F:21])[F:20])[C:5]2[CH:6]=[CH:7][C:8]3[N:9]([CH:12]=[C:13]([C:15]([NH:17][NH2:18])=[O:16])[N:14]=3)[C:10]=2[N:11]=1.[CH3:23]C1C=CC(S(O)(=O)=O)=CC=1.C(OC(OCC)OCC)C. Given the product [O:16]1[CH:23]=[N:18][N:17]=[C:15]1[C:13]1[N:14]=[C:8]2[CH:7]=[CH:6][C:5]3[C:4]([C:19]([F:20])([F:21])[F:22])=[CH:3][C:2]([OH:1])=[N:11][C:10]=3[N:9]2[CH:12]=1, predict the reactants needed to synthesize it. (4) The reactants are: F[C:2]1[CH:9]=[CH:8][C:5]([CH:6]=[O:7])=[CH:4][CH:3]=1.[F:10][C:11]1[CH:12]=[C:13]([OH:18])[CH:14]=[CH:15][C:16]=1[F:17].C([O-])([O-])=O.[K+].[K+]. Given the product [F:10][C:11]1[CH:12]=[C:13]([CH:14]=[CH:15][C:16]=1[F:17])[O:18][C:2]1[CH:9]=[CH:8][C:5]([CH:6]=[O:7])=[CH:4][CH:3]=1, predict the reactants needed to synthesize it. (5) Given the product [C:9]([C:8]1[CH:25]=[CH:24][C:23](=[O:26])[N:7]2[C:3]([CH3:2])=[C:4]([CH2:17][CH2:18][CH3:19])[NH:5][C:6]=12)(=[O:10])[C:11]1[CH:16]=[CH:15][CH:14]=[CH:13][CH:12]=1, predict the reactants needed to synthesize it. The reactants are: Cl.[CH3:2][C:3]1[NH:7][C:6]([CH2:8][C:9]([C:11]2[CH:16]=[CH:15][CH:14]=[CH:13][CH:12]=2)=[O:10])=[N:5][C:4]=1[CH2:17][CH2:18][CH3:19].C[O-].[Na+].[C:23](OC)(=[O:26])[C:24]#[CH:25].